Dataset: Reaction yield outcomes from USPTO patents with 853,638 reactions. Task: Predict the reaction yield, written as a fraction of the theoretical maximum amount of product (1.0 means a 100% yield; for example, 0.34 means a 34% yield). (1) The reactants are Br[C:2]1[CH:3]=[C:4]2[C:8](=[C:9]([C:11]([NH2:13])=[O:12])[CH:10]=1)[NH:7][CH:6]=[C:5]2[CH:14]1[CH2:19][CH2:18][N:17]([S:20]([CH2:23][CH3:24])(=[O:22])=[O:21])[CH2:16][CH2:15]1.C([O-])([O-])=O.[Cs+].[Cs+].CC1(C)C(C)(C)OB([C:39]2[CH:40]=[C:41]([CH2:45][NH2:46])[CH:42]=[CH:43][CH:44]=2)O1. The catalyst is O1CCOCC1.O.C1C=CC([P]([Pd]([P](C2C=CC=CC=2)(C2C=CC=CC=2)C2C=CC=CC=2)([P](C2C=CC=CC=2)(C2C=CC=CC=2)C2C=CC=CC=2)[P](C2C=CC=CC=2)(C2C=CC=CC=2)C2C=CC=CC=2)(C2C=CC=CC=2)C2C=CC=CC=2)=CC=1. The yield is 0.0850. The product is [NH2:46][CH2:45][C:41]1[CH:40]=[C:39]([C:2]2[CH:3]=[C:4]3[C:8](=[C:9]([C:11]([NH2:13])=[O:12])[CH:10]=2)[NH:7][CH:6]=[C:5]3[CH:14]2[CH2:15][CH2:16][N:17]([S:20]([CH2:23][CH3:24])(=[O:22])=[O:21])[CH2:18][CH2:19]2)[CH:44]=[CH:43][CH:42]=1. (2) The reactants are CO[C:3]([C:5]1[CH:6]=[CH:7][C:8]2[N:9]([CH:20]=[N:21][CH:22]=2)[C:10]=1[NH:11][C:12]1[CH:17]=[CH:16][C:15]([I:18])=[CH:14][C:13]=1[F:19])=[O:4].[CH:23]([O:25][CH2:26][CH2:27][O:28][NH2:29])=[CH2:24].C[Si]([N-][Si](C)(C)C)(C)C.[Li+]. The catalyst is C1COCC1. The product is [CH:23]([O:25][CH2:26][CH2:27][O:28][NH:29][C:3]([C:5]1[CH:6]=[CH:7][C:8]2[N:9]([CH:20]=[N:21][CH:22]=2)[C:10]=1[NH:11][C:12]1[CH:17]=[CH:16][C:15]([I:18])=[CH:14][C:13]=1[F:19])=[O:4])=[CH2:24]. The yield is 0.610.